Dataset: Catalyst prediction with 721,799 reactions and 888 catalyst types from USPTO. Task: Predict which catalyst facilitates the given reaction. (1) Reactant: [F:1][C:2]1[CH:3]=[C:4]([CH2:9][C:10]([NH:12][C@H:13]([C:15]([OH:17])=O)[CH3:14])=[O:11])[CH:5]=[C:6]([F:8])[CH:7]=1.Cl.[CH2:19]([O:26][C:27](=[O:37])[C@H:28]([CH2:30][C:31]1[CH:36]=[CH:35][CH:34]=[CH:33][CH:32]=1)[NH2:29])[C:20]1[CH:25]=[CH:24][CH:23]=[CH:22][CH:21]=1. Product: [CH2:19]([O:26][C:27](=[O:37])[C@H:28]([CH2:30][C:31]1[CH:36]=[CH:35][CH:34]=[CH:33][CH:32]=1)[NH:29][C:15](=[O:17])[C@H:13]([CH3:14])[NH:12][C:10](=[O:11])[CH2:9][C:4]1[CH:5]=[C:6]([F:8])[CH:7]=[C:2]([F:1])[CH:3]=1)[C:20]1[CH:21]=[CH:22][CH:23]=[CH:24][CH:25]=1. The catalyst class is: 100. (2) Reactant: [CH:1]1([C:4]2[N:5]=[C:6](S)[N:7]([C:9]3[CH:10]=[CH:11][C:12]([F:21])=[C:13]([CH:20]=3)[C:14]([O:16][CH:17]([CH3:19])[CH3:18])=[O:15])[CH:8]=2)[CH2:3][CH2:2]1.[N+]([O-])(O)=O. Product: [CH:1]1([C:4]2[N:5]=[CH:6][N:7]([C:9]3[CH:10]=[CH:11][C:12]([F:21])=[C:13]([CH:20]=3)[C:14]([O:16][CH:17]([CH3:18])[CH3:19])=[O:15])[CH:8]=2)[CH2:2][CH2:3]1. The catalyst class is: 6. (3) Reactant: [H-].[Na+].[CH2:3]([N:7]1[C:11]([CH2:12][O:13][CH3:14])=[C:10]([C:15]([O:17]C)=O)[CH:9]=[N:8]1)[CH:4]([CH3:6])[CH3:5].O[N:20]=[C:21]([C:23]1[CH:28]=[CH:27][C:26]([CH2:29][OH:30])=[CH:25][CH:24]=1)[NH2:22].O. Product: [CH2:3]([N:7]1[C:11]([CH2:12][O:13][CH3:14])=[C:10]([C:15]2[O:17][N:22]=[C:21]([C:23]3[CH:28]=[CH:27][C:26]([CH2:29][OH:30])=[CH:25][CH:24]=3)[N:20]=2)[CH:9]=[N:8]1)[CH:4]([CH3:5])[CH3:6]. The catalyst class is: 1.